The task is: Regression. Given a peptide amino acid sequence and an MHC pseudo amino acid sequence, predict their binding affinity value. This is MHC class I binding data.. This data is from Peptide-MHC class I binding affinity with 185,985 pairs from IEDB/IMGT. (1) The peptide sequence is YAQMWTLMY. The MHC is HLA-B15:01 with pseudo-sequence HLA-B15:01. The binding affinity (normalized) is 0.827. (2) The peptide sequence is ETINEEAADW. The MHC is HLA-A29:02 with pseudo-sequence HLA-A29:02. The binding affinity (normalized) is 0.